Predict the reactants needed to synthesize the given product. From a dataset of Full USPTO retrosynthesis dataset with 1.9M reactions from patents (1976-2016). (1) Given the product [N+:1]([C:4]1[CH:5]=[C:6]2[C:10](=[CH:11][CH:12]=1)[N:9]([CH2:14][C:15]1[CH:16]=[C:17]([CH:22]=[CH:23][CH:24]=1)[C:18]([O:20][CH3:21])=[O:19])[CH:8]=[CH:7]2)([O-:3])=[O:2], predict the reactants needed to synthesize it. The reactants are: [N+:1]([C:4]1[CH:5]=[C:6]2[C:10](=[CH:11][CH:12]=1)[NH:9][CH:8]=[CH:7]2)([O-:3])=[O:2].Br[CH2:14][C:15]1[CH:16]=[C:17]([CH:22]=[CH:23][CH:24]=1)[C:18]([O:20][CH3:21])=[O:19].C(=O)([O-])[O-].[K+].[K+]. (2) Given the product [CH3:1][O:2][C:3](=[O:14])[C:4]1[CH:9]=[CH:8][C:7]([CH:10]([CH3:11])[CH3:12])=[CH:6][C:5]=1[Cl:13], predict the reactants needed to synthesize it. The reactants are: [CH3:1][O:2][C:3](=[O:14])[C:4]1[CH:9]=[CH:8][C:7]([C:10]([CH3:12])=[CH2:11])=[CH:6][C:5]=1[Cl:13]. (3) Given the product [OH:8][CH:5]1[CH2:4][N:3]([C:9]([O:11][CH2:12][C:13]2[CH:18]=[CH:17][CH:16]=[CH:15][CH:14]=2)=[O:10])[C@H:2]([CH3:1])[CH2:7][CH2:6]1, predict the reactants needed to synthesize it. The reactants are: [CH3:1][C@@H:2]1[CH2:7][CH2:6][C:5](=[O:8])[CH2:4][N:3]1[C:9]([O:11][CH2:12][C:13]1[CH:18]=[CH:17][CH:16]=[CH:15][CH:14]=1)=[O:10].[BH4-].[Na+]. (4) Given the product [C:26]([OH:29])(=[O:28])[CH3:27].[NH:1]1[CH2:6][CH2:5][CH:4]([NH:7][C:8]([C:10]2[C:14]([NH:15][C:16](=[O:25])[C:17]3[C:22]([Cl:23])=[CH:21][CH:20]=[CH:19][C:18]=3[Cl:24])=[CH:13][NH:12][N:11]=2)=[O:9])[CH2:3][CH2:2]1, predict the reactants needed to synthesize it. The reactants are: [NH:1]1[CH2:6][CH2:5][CH:4]([NH:7][C:8]([C:10]2[C:14]([NH:15][C:16](=[O:25])[C:17]3[C:22]([Cl:23])=[CH:21][CH:20]=[CH:19][C:18]=3[Cl:24])=[CH:13][NH:12][N:11]=2)=[O:9])[CH2:3][CH2:2]1.[C:26]([OH:29])(=[O:28])[CH3:27]. (5) Given the product [F:1][C:2]1[CH:7]=[CH:6][CH:5]=[C:4]([O:8][CH3:9])[C:3]=1[C:10]1[CH:15]=[CH:14][N:13]=[CH:12][C:11]=1[N:16]([CH3:17])[C:25](=[O:27])[C:24]1[CH:28]=[C:29]([C:31]([F:34])([F:33])[F:32])[CH:30]=[C:22]([S:19]([CH3:18])(=[O:20])=[O:21])[CH:23]=1, predict the reactants needed to synthesize it. The reactants are: [F:1][C:2]1[CH:7]=[CH:6][CH:5]=[C:4]([O:8][CH3:9])[C:3]=1[C:10]1[CH:15]=[CH:14][N:13]=[CH:12][C:11]=1[NH:16][CH3:17].[CH3:18][S:19]([C:22]1[CH:23]=[C:24]([CH:28]=[C:29]([C:31]([F:34])([F:33])[F:32])[CH:30]=1)[C:25]([OH:27])=O)(=[O:21])=[O:20].